Dataset: Forward reaction prediction with 1.9M reactions from USPTO patents (1976-2016). Task: Predict the product of the given reaction. (1) Given the reactants [Li]CCCC.C(NC(C)C)(C)C.C(OP([CH2:21][C:22]1[CH:32]=[CH:31][C:25]([C:26]([O:28][CH2:29][CH3:30])=[O:27])=[CH:24][CH:23]=1)(OCC)=O)C.[O:33]1[C:37]2([CH2:42][CH2:41][C:40](=O)[CH2:39][CH2:38]2)[O:36][CH2:35][CH2:34]1, predict the reaction product. The product is: [O:33]1[C:37]2([CH2:42][CH2:41][C:40](=[CH:21][C:22]3[CH:23]=[CH:24][C:25]([C:26]([O:28][CH2:29][CH3:30])=[O:27])=[CH:31][CH:32]=3)[CH2:39][CH2:38]2)[O:36][CH2:35][CH2:34]1. (2) Given the reactants [CH2:1]([C:3]1[N:7]([C:8]2[N:16]=[C:15]3[C:11]([N:12]=[C:13]([CH:18]=O)[N:14]3[CH3:17])=[C:10]([N:20]3[CH2:25][CH2:24][O:23][CH2:22][CH2:21]3)[N:9]=2)[C:6]2[CH:26]=[CH:27][CH:28]=[CH:29][C:5]=2[N:4]=1)[CH3:2].[CH3:30][C:31]1([OH:39])[CH2:34][N:33]([CH:35]2[CH2:38][NH:37][CH2:36]2)[CH2:32]1.C(O[BH-](OC(=O)C)OC(=O)C)(=O)C.[Na+], predict the reaction product. The product is: [CH2:1]([C:3]1[N:7]([C:8]2[N:16]=[C:15]3[C:11]([N:12]=[C:13]([CH2:18][N:37]4[CH2:38][CH:35]([N:33]5[CH2:34][C:31]([CH3:30])([OH:39])[CH2:32]5)[CH2:36]4)[N:14]3[CH3:17])=[C:10]([N:20]3[CH2:21][CH2:22][O:23][CH2:24][CH2:25]3)[N:9]=2)[C:6]2[CH:26]=[CH:27][CH:28]=[CH:29][C:5]=2[N:4]=1)[CH3:2]. (3) The product is: [CH3:1][O:2][C:3](=[O:22])[CH:4]([P:16]([O:18][CH3:19])([O:20][CH3:21])=[O:17])[NH2:5]. Given the reactants [CH3:1][O:2][C:3](=[O:22])[CH:4]([P:16]([O:20][CH3:21])([O:18][CH3:19])=[O:17])[NH:5]C(OCC1C=CC=CC=1)=O, predict the reaction product. (4) Given the reactants C(OC([NH:8][C:9]1([C:22](=[O:36])[NH:23][C:24]2[CH:29]=[CH:28][CH:27]=[C:26]([O:30][C:31](=[O:35])[N:32]([CH3:34])[CH3:33])[CH:25]=2)[CH2:14][CH2:13][N:12](C(OC(C)(C)C)=O)[CH2:11][CH2:10]1)=O)(C)(C)C.Cl.Cl.O1CCOCC1, predict the reaction product. The product is: [CH3:33][N:32]([CH3:34])[C:31](=[O:35])[O:30][C:26]1[CH:27]=[CH:28][CH:29]=[C:24]([NH:23][C:22]([C:9]2([NH2:8])[CH2:14][CH2:13][NH:12][CH2:11][CH2:10]2)=[O:36])[CH:25]=1.